This data is from NCI-60 drug combinations with 297,098 pairs across 59 cell lines. The task is: Regression. Given two drug SMILES strings and cell line genomic features, predict the synergy score measuring deviation from expected non-interaction effect. Drug 1: COC1=CC(=CC(=C1O)OC)C2C3C(COC3=O)C(C4=CC5=C(C=C24)OCO5)OC6C(C(C7C(O6)COC(O7)C8=CC=CS8)O)O. Drug 2: CCN(CC)CCNC(=O)C1=C(NC(=C1C)C=C2C3=C(C=CC(=C3)F)NC2=O)C. Cell line: HCT116. Synergy scores: CSS=54.9, Synergy_ZIP=0.603, Synergy_Bliss=1.48, Synergy_Loewe=-15.2, Synergy_HSA=1.85.